This data is from HIV replication inhibition screening data with 41,000+ compounds from the AIDS Antiviral Screen. The task is: Binary Classification. Given a drug SMILES string, predict its activity (active/inactive) in a high-throughput screening assay against a specified biological target. (1) The molecule is NC(CSSCC(NC(=O)c1ccccc1)C(=O)O)C(=O)O. The result is 0 (inactive). (2) The drug is COc1c2occc2c(N=Cc2ccncc2)c2ccc(=O)oc12. The result is 0 (inactive). (3) The drug is CCSCN(C)c1nc(N(C)C)nc(N(C)C)n1. The result is 0 (inactive). (4) The compound is Nc1ccccc1.O=C(O)C(C(F)(F)F)C(F)(F)F. The result is 0 (inactive). (5) The compound is Oc1cc(O)c2c(c1)OC(c1cc(O)c(O)c(O)c1)C(O)C2. The result is 0 (inactive). (6) The molecule is Cc1nnc(NN=C(C(=O)C(C#N)c2ccccc2)C(C#N)c2ccccc2)n1N. The result is 0 (inactive). (7) The molecule is O=C1CNCCCN2CCN(CCCNCC(=O)Nc3ccc(cc3)S(=O)(=O)c3ccc(cc3)NC(=O)CNCCCN3CCN(CCCNCC(=O)Nc4ccc(cc4)S(=O)(=O)c4ccc(cc4)N1)CC3)CC2. The result is 0 (inactive). (8) The compound is CC1(C)Cc2ccccc2C(C)(Cl)C(=O)N1. The result is 0 (inactive). (9) The compound is CSCCC(N)C(=O)NCCNc1ccc(NCCNC(=O)C(N)CCSC)c2c1C(=O)c1ccccc1C2=O. The result is 0 (inactive).